From a dataset of Catalyst prediction with 721,799 reactions and 888 catalyst types from USPTO. Predict which catalyst facilitates the given reaction. (1) Reactant: C(O)C.C(O)(=O)C.[Cl:8][C:9]1[CH:28]=[C:27]([N:29]2[CH2:34][CH2:33][N:32]([C:35]3[CH:40]=[C:39]([CH3:41])[CH:38]=[CH:37][C:36]=3[CH3:42])[CH2:31][CH2:30]2)[C:26]([N+:43]([O-])=O)=[CH:25][C:10]=1[C:11]([NH:13][CH2:14][C:15]1[CH:20]=[CH:19][CH:18]=[C:17]([CH2:21][N:22]([CH3:24])[CH3:23])[CH:16]=1)=[O:12]. Product: [NH2:43][C:26]1[C:27]([N:29]2[CH2:30][CH2:31][N:32]([C:35]3[CH:40]=[C:39]([CH3:41])[CH:38]=[CH:37][C:36]=3[CH3:42])[CH2:33][CH2:34]2)=[CH:28][C:9]([Cl:8])=[C:10]([CH:25]=1)[C:11]([NH:13][CH2:14][C:15]1[CH:20]=[CH:19][CH:18]=[C:17]([CH2:21][N:22]([CH3:24])[CH3:23])[CH:16]=1)=[O:12]. The catalyst class is: 292. (2) Reactant: [F:1][C:2]([F:19])([F:18])[C:3]1[CH:8]=[CH:7][C:6]([C:9]2[C:10]([C:15](Cl)=[O:16])=[CH:11][CH:12]=[CH:13][CH:14]=2)=[CH:5][CH:4]=1.[NH2:20][C:21]1[CH:26]=[CH:25][C:24]([C:27](=[O:36])/[CH:28]=[CH:29]/[C:30]2[CH:35]=[CH:34][CH:33]=[CH:32][N:31]=2)=[CH:23][CH:22]=1.C(N(CC)CC)C.C(OCC)(=O)C. Product: [N:31]1[CH:32]=[CH:33][CH:34]=[CH:35][C:30]=1/[CH:29]=[CH:28]/[C:27]([C:24]1[CH:23]=[CH:22][C:21]([NH:20][C:15]([C:10]2[C:9]([C:6]3[CH:7]=[CH:8][C:3]([C:2]([F:19])([F:18])[F:1])=[CH:4][CH:5]=3)=[CH:14][CH:13]=[CH:12][CH:11]=2)=[O:16])=[CH:26][CH:25]=1)=[O:36]. The catalyst class is: 30. (3) Reactant: [Cl:1][C:2]1[CH:7]=[C:6]([O:8][C:9]([F:12])([F:11])[F:10])[CH:5]=[CH:4][C:3]=1[OH:13].[Br:14]N1C(=O)CCC1=O. Product: [Br:14][C:4]1[CH:5]=[C:6]([O:8][C:9]([F:11])([F:12])[F:10])[CH:7]=[C:2]([Cl:1])[C:3]=1[OH:13]. The catalyst class is: 159. (4) Reactant: Cl.Cl.Cl.[CH2:4]1[C:13]2[C:8](=[CH:9][CH:10]=[N:11][CH:12]=2)[CH2:7][CH2:6][N:5]1[C:14]1[CH:20]=[CH:19][C:17]([NH2:18])=[CH:16][C:15]=1[CH3:21].C(N(CC)C(C)C)(C)C.[C:31]1([CH3:40])[CH:36]=[CH:35][CH:34]=[C:33]([N:37]=[C:38]=[O:39])[CH:32]=1. Product: [CH2:4]1[C:13]2[C:8](=[CH:9][CH:10]=[N:11][CH:12]=2)[CH2:7][CH2:6][N:5]1[C:14]1[CH:20]=[CH:19][C:17]([NH:18][C:38]([NH:37][C:33]2[CH:34]=[CH:35][CH:36]=[C:31]([CH3:40])[CH:32]=2)=[O:39])=[CH:16][C:15]=1[CH3:21]. The catalyst class is: 2.